Dataset: Catalyst prediction with 721,799 reactions and 888 catalyst types from USPTO. Task: Predict which catalyst facilitates the given reaction. The catalyst class is: 8. Product: [C:24]([O:23][C:21]([NH:20][CH2:19][C@H:14]([N:11]1[CH2:10][CH2:9][NH:8][CH2:13][CH2:12]1)[C:15]([O:17][CH3:18])=[O:16])=[O:22])([CH3:27])([CH3:25])[CH3:26]. Reactant: C([N:8]1[CH2:13][CH2:12][N:11]([C@@H:14]([CH2:19][NH:20][C:21]([O:23][C:24]([CH3:27])([CH3:26])[CH3:25])=[O:22])[C:15]([O:17][CH3:18])=[O:16])[CH2:10][CH2:9]1)C1C=CC=CC=1.